Dataset: Forward reaction prediction with 1.9M reactions from USPTO patents (1976-2016). Task: Predict the product of the given reaction. (1) Given the reactants [Cl:1][C:2]1[CH:7]=[CH:6][C:5]([N:8]2[C:13](=[O:14])[C:12]3[CH:15]=[N:16][N:17]([C:18]4[CH:23]=[CH:22][CH:21]=[CH:20][CH:19]=4)[C:11]=3[N:10]=[C:9]2[C:24]2[CH:29]=[CH:28][C:27]([C:30](=[O:36])[CH:31]=[CH:32][N:33](C)C)=[CH:26][CH:25]=2)=[CH:4][CH:3]=1.NO.Cl, predict the reaction product. The product is: [Cl:1][C:2]1[CH:7]=[CH:6][C:5]([N:8]2[C:13](=[O:14])[C:12]3[CH:15]=[N:16][N:17]([C:18]4[CH:23]=[CH:22][CH:21]=[CH:20][CH:19]=4)[C:11]=3[N:10]=[C:9]2[C:24]2[CH:29]=[CH:28][C:27]([C:30]3[O:36][N:33]=[CH:32][CH:31]=3)=[CH:26][CH:25]=2)=[CH:4][CH:3]=1. (2) Given the reactants [F:1][C:2]1[CH:7]=[CH:6][C:5]([C:8]2[C:9]([C:21]3[CH:26]=[CH:25][CH:24]=[CH:23][CH:22]=3)=[C:10]([C:18]([OH:20])=O)[N:11]([CH:15]([CH3:17])[CH3:16])[C:12]=2[CH:13]=[O:14])=[CH:4][CH:3]=1.[OH-].[NH4+:28], predict the reaction product. The product is: [F:1][C:2]1[CH:7]=[CH:6][C:5]([C:8]2[C:9]([C:21]3[CH:26]=[CH:25][CH:24]=[CH:23][CH:22]=3)=[C:10]([C:18]([NH2:28])=[O:20])[N:11]([CH:15]([CH3:17])[CH3:16])[C:12]=2[CH:13]=[O:14])=[CH:4][CH:3]=1. (3) The product is: [F:1][C:2]1[C:10]2[O:9][CH:8]([CH:11]3[CH2:12][CH2:13][N:14]([C:17]4[N:22]=[CH:21][C:20]([CH2:23][CH2:24][CH3:25])=[CH:19][N:18]=4)[CH2:15][CH2:16]3)[CH2:7][C:6]=2[CH:5]=[C:4]([C:26]2[CH2:27][CH2:28][N:29]([S:35]([CH2:32][CH2:33][CH3:34])(=[O:37])=[O:36])[CH2:30][CH:31]=2)[CH:3]=1. Given the reactants [F:1][C:2]1[C:10]2[O:9][CH:8]([CH:11]3[CH2:16][CH2:15][N:14]([C:17]4[N:22]=[CH:21][C:20]([CH2:23][CH2:24][CH3:25])=[CH:19][N:18]=4)[CH2:13][CH2:12]3)[CH2:7][C:6]=2[CH:5]=[C:4]([C:26]2[CH2:27][CH2:28][NH:29][CH2:30][CH:31]=2)[CH:3]=1.[CH2:32]([S:35](Cl)(=[O:37])=[O:36])[CH2:33][CH3:34], predict the reaction product. (4) Given the reactants C(OC(=O)[NH:7][C@H:8]([CH2:32][NH:33][C:34]([C:36]1[C:41]([NH2:42])=[N:40][C:39]([NH2:43])=[C:38]([Cl:44])[N:37]=1)=[O:35])[CH2:9][CH2:10][CH2:11][CH2:12][NH:13][C:14](=[O:31])[CH2:15][CH2:16][C:17]1[CH:22]=[CH:21][C:20]([O:23][CH2:24][C:25]2[CH:30]=[CH:29][CH:28]=[CH:27][CH:26]=2)=[CH:19][CH:18]=1)(C)(C)C, predict the reaction product. The product is: [ClH:44].[NH2:7][C@@H:8]([CH2:9][CH2:10][CH2:11][CH2:12][NH:13][C:14](=[O:31])[CH2:15][CH2:16][C:17]1[CH:18]=[CH:19][C:20]([O:23][CH2:24][C:25]2[CH:26]=[CH:27][CH:28]=[CH:29][CH:30]=2)=[CH:21][CH:22]=1)[CH2:32][NH:33][C:34]([C:36]1[C:41]([NH2:42])=[N:40][C:39]([NH2:43])=[C:38]([Cl:44])[N:37]=1)=[O:35]. (5) Given the reactants [CH3:1][N:2]([CH3:30])[CH2:3][CH2:4][C:5]1[CH2:14][CH2:13][C:12]2[CH:11]=[C:10]([NH:15][C:16]([C:18]3[CH:23]=[CH:22][C:21]([C:24]4[CH:29]=[CH:28][CH:27]=[CH:26][CH:25]=4)=[CH:20][CH:19]=3)=[O:17])[CH:9]=[CH:8][C:7]=2[CH:6]=1, predict the reaction product. The product is: [CH3:30][N:2]([CH3:1])[CH2:3][CH2:4][CH:5]1[CH2:14][CH2:13][C:12]2[CH:11]=[C:10]([NH:15][C:16]([C:18]3[CH:19]=[CH:20][C:21]([C:24]4[CH:29]=[CH:28][CH:27]=[CH:26][CH:25]=4)=[CH:22][CH:23]=3)=[O:17])[CH:9]=[CH:8][C:7]=2[CH2:6]1. (6) Given the reactants [C:1]([O:9][C:10]1[C:27]([O:28][CH3:29])=[CH:26][C:13]([C:14]([N:16]2[CH2:21][CH2:20][CH2:19][CH2:18][C@@H:17]2[C:22](OC)=[O:23])=[O:15])=[C:12]([N+:30]([O-:32])=[O:31])[CH:11]=1)(=O)[C:2]1[CH:7]=[CH:6][CH:5]=[CH:4][CH:3]=1.CC(C[AlH]CC(C)C)C, predict the reaction product. The product is: [CH2:1]([O:9][C:10]1[C:27]([O:28][CH3:29])=[CH:26][C:13]([C:14]([N:16]2[CH2:21][CH2:20][CH2:19][CH2:18][C@@H:17]2[CH:22]=[O:23])=[O:15])=[C:12]([N+:30]([O-:32])=[O:31])[CH:11]=1)[C:2]1[CH:3]=[CH:4][CH:5]=[CH:6][CH:7]=1. (7) Given the reactants [OH:1][B:2]1[C:6]2[CH:7]=[C:8]([O:15]C3CCCCO3)[CH:9]=[C:10]([O:11][CH:12]([CH3:14])[CH3:13])[C:5]=2[CH:4]([CH2:22][C:23]([O:25]CC)=[O:24])[O:3]1.[OH-].[Li+].Cl, predict the reaction product. The product is: [OH:1][B:2]1[C:6]2[CH:7]=[C:8]([OH:15])[CH:9]=[C:10]([O:11][CH:12]([CH3:14])[CH3:13])[C:5]=2[CH:4]([CH2:22][C:23]([OH:25])=[O:24])[O:3]1.